This data is from Forward reaction prediction with 1.9M reactions from USPTO patents (1976-2016). The task is: Predict the product of the given reaction. (1) Given the reactants [CH2:1]([O:8][C:9]([N:11]1[CH2:16][CH2:15][N:14]([C:17]2[CH:22]=[N:21][C:20]([C:23]([OH:25])=O)=[CH:19][N:18]=2)[CH2:13][CH:12]1[CH:26]([CH3:28])[CH3:27])=[O:10])[C:2]1[CH:7]=[CH:6][CH:5]=[CH:4][CH:3]=1.[CH3:29][NH:30][CH3:31], predict the reaction product. The product is: [CH2:1]([O:8][C:9]([N:11]1[CH2:16][CH2:15][N:14]([C:17]2[CH:22]=[N:21][C:20]([C:23](=[O:25])[N:30]([CH3:31])[CH3:29])=[CH:19][N:18]=2)[CH2:13][CH:12]1[CH:26]([CH3:27])[CH3:28])=[O:10])[C:2]1[CH:3]=[CH:4][CH:5]=[CH:6][CH:7]=1. (2) Given the reactants [Br-].[CH2:2]([N+:6]1[CH:10]=[CH:9][N:8]([CH2:11][CH:12]([CH3:14])[CH3:13])[CH:7]=1)[CH:3]([CH3:5])[CH3:4].[OH-:15], predict the reaction product. The product is: [OH-:15].[CH2:2]([N+:6]1[CH:10]=[CH:9][N:8]([CH2:11][CH:12]([CH3:14])[CH3:13])[CH:7]=1)[CH:3]([CH3:5])[CH3:4]. (3) Given the reactants [CH2:1]([C:4]1[CH:9]=[CH:8][CH:7]=[CH:6][CH:5]=1)[CH:2]=[CH2:3].[Cl:10][C:11]([Cl:16])(Cl)[C:12](Cl)=[O:13].P(Cl)(Cl)(Cl)=O, predict the reaction product. The product is: [CH2:1]([CH:2]1[CH2:3][C:12](=[O:13])[C:11]1([Cl:16])[Cl:10])[C:4]1[CH:9]=[CH:8][CH:7]=[CH:6][CH:5]=1. (4) Given the reactants [C:1]([O:5][C:6](=[O:19])[C:7]([S:10][C:11]1[S:12][CH:13]=[C:14]([CH2:16][CH2:17][OH:18])[N:15]=1)([CH3:9])[CH3:8])([CH3:4])([CH3:3])[CH3:2].[CH3:20][O:21][C:22](=[O:31])[C:23]1[C:24](=[CH:26][CH:27]=[C:28]([I:30])[CH:29]=1)O.C1(P(C2C=CC=CC=2)C2C=CC=CC=2)C=CC=CC=1.[N+](C(OCC)=O)(C(OCC)=O)=[N-], predict the reaction product. The product is: [CH3:20][O:21][C:22](=[O:31])[C:23]1[CH:29]=[C:28]([I:30])[CH:27]=[CH:26][C:24]=1[O:18][CH2:17][CH2:16][C:14]1[N:15]=[C:11]([S:10][C:7]([CH3:9])([CH3:8])[C:6]([O:5][C:1]([CH3:2])([CH3:4])[CH3:3])=[O:19])[S:12][CH:13]=1. (5) Given the reactants [C:1]([NH:4][C:5]1[CH:10]=[CH:9][C:8]([N+:11]([O-:13])=[O:12])=[C:7]([CH3:14])[CH:6]=1)(=O)[CH3:2].O[CH2:16]C(CO)O.OS(O)(=O)=O, predict the reaction product. The product is: [CH3:14][C:7]1[CH:6]=[C:5]2[C:10]([CH:16]=[CH:2][CH:1]=[N:4]2)=[CH:9][C:8]=1[N+:11]([O-:13])=[O:12]. (6) The product is: [Cl:17][C:18]1[CH:19]=[CH:20][C:21]([CH2:24][CH2:25][C:26]([NH:28][CH2:29][C:30](=[O:31])[NH:14][CH:7]([C:6]2[CH:5]=[CH:4][C:3]([Cl:2])=[CH:16][CH:15]=2)[C:8]2[CH:13]=[CH:12][CH:11]=[CH:10][CH:9]=2)=[O:27])=[CH:22][CH:23]=1. Given the reactants Cl.[Cl:2][C:3]1[CH:16]=[CH:15][C:6]([CH:7]([NH2:14])[C:8]2[CH:13]=[CH:12][CH:11]=[CH:10][CH:9]=2)=[CH:5][CH:4]=1.[Cl:17][C:18]1[CH:23]=[CH:22][C:21]([CH2:24][CH2:25][C:26]([NH:28][CH2:29][C:30](O)=[O:31])=[O:27])=[CH:20][CH:19]=1, predict the reaction product. (7) Given the reactants C([O:3][C:4]([C:6]1([CH:13]=[CH2:14])[CH2:11][CH2:10][C:9](=[O:12])[CH2:8][CH2:7]1)=[O:5])C.O.[OH-].[Li+], predict the reaction product. The product is: [O:12]=[C:9]1[CH2:8][CH2:7][C:6]([CH:13]=[CH2:14])([C:4]([OH:5])=[O:3])[CH2:11][CH2:10]1. (8) Given the reactants [OH:1][CH:2]([CH:7]1[CH2:16][CH2:15][C:14]2[C:9](=[CH:10][CH:11]=[C:12]([O:17][C:18]3[CH:23]=[CH:22][CH:21]=[CH:20][CH:19]=3)[CH:13]=2)[CH2:8]1)[C:3]([O:5][CH3:6])=[O:4].[CH3:24][C:25]([Si:28](Cl)([CH3:30])[CH3:29])([CH3:27])[CH3:26].N1C=CN=C1, predict the reaction product. The product is: [Si:28]([O:1][CH:2]([CH:7]1[CH2:16][CH2:15][C:14]2[C:9](=[CH:10][CH:11]=[C:12]([O:17][C:18]3[CH:19]=[CH:20][CH:21]=[CH:22][CH:23]=3)[CH:13]=2)[CH2:8]1)[C:3]([O:5][CH3:6])=[O:4])([C:25]([CH3:27])([CH3:26])[CH3:24])([CH3:30])[CH3:29].